This data is from Reaction yield outcomes from USPTO patents with 853,638 reactions. The task is: Predict the reaction yield, written as a fraction of the theoretical maximum amount of product (1.0 means a 100% yield; for example, 0.34 means a 34% yield). The catalyst is CC(O)C.O.Cl[Pd](Cl)([P](C1C=CC=CC=1)(C1C=CC=CC=1)C1C=CC=CC=1)[P](C1C=CC=CC=1)(C1C=CC=CC=1)C1C=CC=CC=1. The yield is 0.670. The product is [CH3:16][C@@H:12]1[CH2:13][CH2:14][CH2:15][N:11]1[CH2:10][CH2:9][C:7]1[S:8][C:4]2[CH:3]=[C:2]([C:21]3[CH:20]=[N:19][CH:24]=[CH:23][CH:22]=3)[CH:18]=[CH:17][C:5]=2[N:6]=1. The reactants are Br[C:2]1[CH:18]=[CH:17][C:5]2[N:6]=[C:7]([CH2:9][CH2:10][N:11]3[CH2:15][CH2:14][CH2:13][C@H:12]3[CH3:16])[S:8][C:4]=2[CH:3]=1.[N:19]1[CH:24]=[CH:23][CH:22]=[C:21](B(O)O)[CH:20]=1.C1(P(C2CCCCC2)C2C=CC=CC=2C2C=CC=CC=2)CCCCC1.C(=O)([O-])[O-].[Na+].[Na+].